From a dataset of Catalyst prediction with 721,799 reactions and 888 catalyst types from USPTO. Predict which catalyst facilitates the given reaction. (1) Reactant: [H-].[Na+].[OH:3][CH2:4][C@H:5]1[C@H:14]2[CH2:15][CH2:16][N:17]([C:18]([C@H:20]3[CH2:25][CH2:24][CH2:23][CH2:22][C@H:21]3[NH:26][C:27](=[O:34])[C:28]3[CH:33]=[CH:32][CH:31]=[CH:30][CH:29]=3)=[O:19])[C@H:13]2[C:12]2[CH:11]=[CH:10][CH:9]=[CH:8][C:7]=2[NH:6]1.CI.[C:37](=O)([O-])O.[Na+]. Product: [CH3:37][O:3][CH2:4][C@H:5]1[C@H:14]2[CH2:15][CH2:16][N:17]([C:18]([C@H:20]3[CH2:25][CH2:24][CH2:23][CH2:22][C@H:21]3[NH:26][C:27](=[O:34])[C:28]3[CH:29]=[CH:30][CH:31]=[CH:32][CH:33]=3)=[O:19])[C@H:13]2[C:12]2[CH:11]=[CH:10][CH:9]=[CH:8][C:7]=2[NH:6]1. The catalyst class is: 7. (2) Reactant: [CH2:1]([O:3][CH:4]([C:21]1[C:30]([O:31][CH3:32])=[CH:29][C:28]2[C:23](=[CH:24][CH:25]=[CH:26][CH:27]=2)[N:22]=1)[N:5]1[C:9]2[CH:10]=[CH:11][CH:12]=[CH:13][C:8]=2[N:7]=[C:6]1[NH:14][CH:15]1[CH2:20][CH2:19][NH:18][CH2:17][CH2:16]1)[CH3:2].[C:33](=[O:36])([O-])[O-:34].[K+].[K+].[C:39](#[N:41])[CH3:40]. Product: [CH2:1]([O:3][CH:4]([C:21]1[C:30]([O:31][CH3:32])=[CH:29][C:28]2[C:23](=[CH:24][CH:25]=[CH:26][CH:27]=2)[N:22]=1)[N:5]1[C:9]2[CH:10]=[CH:11][CH:12]=[CH:13][C:8]=2[N:7]=[C:6]1[NH:14][CH:15]1[CH2:20][CH2:19][N:18]([CH2:40][CH:39]([NH:41][C:33](=[O:36])[O:34][C:28]([CH3:29])([CH3:23])[CH3:27])[CH:8]([CH3:13])[CH3:9])[CH2:17][CH2:16]1)[CH3:2]. The catalyst class is: 3. (3) Reactant: Cl.Cl.[CH:3]1([C@H:9]([NH:36][C:37](=[O:42])[C@H:38]([CH3:41])[NH:39][CH3:40])[C:10]([N:12]2[C@H:17]([C:18]([NH:20][C@H:21]3[C:30]4[C:25](=[CH:26][C:27]([F:32])=[CH:28][C:29]=4[F:31])[O:24][CH2:23][CH2:22]3)=[O:19])[CH2:16][N:15]3[CH2:33][CH2:34][CH2:35][C@@H:14]3[CH2:13]2)=[O:11])[CH2:8][CH2:7][CH2:6][CH2:5][CH2:4]1.C(=O)([O-])O.[Na+]. Product: [CH:3]1([C@H:9]([NH:36][C:37](=[O:42])[C@H:38]([CH3:41])[NH:39][CH3:40])[C:10]([N:12]2[C@H:17]([C:18]([NH:20][C@H:21]3[C:30]4[C:25](=[CH:26][C:27]([F:32])=[CH:28][C:29]=4[F:31])[O:24][CH2:23][CH2:22]3)=[O:19])[CH2:16][N:15]3[CH2:33][CH2:34][CH2:35][C@@H:14]3[CH2:13]2)=[O:11])[CH2:8][CH2:7][CH2:6][CH2:5][CH2:4]1. The catalyst class is: 6. (4) Reactant: Cl[C:2]1[CH:7]=[CH:6][N:5]=[C:4]2[C:8](=[C:18]3[CH2:23][CH2:22][N:21]([C:24]([NH:26][C:27]4[CH:28]=[N:29][CH:30]=[CH:31][CH:32]=4)=[O:25])[CH2:20][CH2:19]3)[C:9]3[CH:16]=[CH:15][C:14]([Cl:17])=[CH:13][C:10]=3[CH2:11][CH2:12][C:3]=12.[CH:33]1[CH:34]=[CH:35][C:36]2[N:41]([OH:42])[N:40]=[N:39][C:37]=2[CH:38]=1.[H-].[Na+]. Product: [N:41]1([O:42][C:2]2[CH:7]=[CH:6][N:5]=[C:4]3[C:8](=[C:18]4[CH2:23][CH2:22][N:21]([C:24]([NH:26][C:27]5[CH:28]=[N:29][CH:30]=[CH:31][CH:32]=5)=[O:25])[CH2:20][CH2:19]4)[C:9]4[CH:16]=[CH:15][C:14]([Cl:17])=[CH:13][C:10]=4[CH2:11][CH2:12][C:3]=23)[C:36]2[CH:35]=[CH:34][CH:33]=[CH:38][C:37]=2[N:39]=[N:40]1. The catalyst class is: 3. (5) Reactant: [C:1]([C:3]1[CH:8]=[CH:7][C:6]([C:9]2[N:14]=[C:13]([NH:15][CH3:16])[N:12]=[C:11]([N:17]3[CH:21]([CH3:22])[CH2:20][CH:19]([C:23]([NH:25][CH2:26][C:27]4[CH:32]=[CH:31][CH:30]=[CH:29][CH:28]=4)=[O:24])[CH2:18]3)[CH:10]=2)=[CH:5][C:4]=1F)#[N:2].O.[NH2:35][NH2:36]. Product: [NH2:2][C:1]1[C:3]2[C:4](=[CH:5][C:6]([C:9]3[N:14]=[C:13]([NH:15][CH3:16])[N:12]=[C:11]([N:17]4[C@H:21]([CH3:22])[CH2:20][C@H:19]([C:23]([NH:25][CH2:26][C:27]5[CH:32]=[CH:31][CH:30]=[CH:29][CH:28]=5)=[O:24])[CH2:18]4)[CH:10]=3)=[CH:7][CH:8]=2)[NH:36][N:35]=1. The catalyst class is: 14.